From a dataset of Full USPTO retrosynthesis dataset with 1.9M reactions from patents (1976-2016). Predict the reactants needed to synthesize the given product. (1) Given the product [CH3:33][O:32][C:23]1[CH:22]=[C:21]([C:9]2[NH:8][C:12]3=[N:13][CH:14]=[CH:15][CH:16]=[C:11]3[CH:10]=2)[NH:25][C:24]=1[CH:26]=[O:34], predict the reactants needed to synthesize it. The reactants are: C(OC([N:8]1[C:12]2=[N:13][CH:14]=[CH:15][CH:16]=[C:11]2[CH:10]=[C:9]1B(O)O)=O)(C)(C)C.Br[C:21]1[CH:22]=[C:23]([O:32][CH3:33])[C:24](=[CH:26]N(CC)CC)[N:25]=1.[O-:34]P([O-])([O-])=O.[K+].[K+].[K+].O1CCOCC1. (2) Given the product [O:43]=[C:34]1[C:35]2[C:40](=[CH:39][CH:38]=[CH:37][CH:36]=2)[C:41](=[O:42])[N:33]1[CH2:32][CH2:31][CH2:30][O:1][C:2]1[N:7]=[C:6]([C@H:8]2[CH2:12][CH2:11][CH2:10][N:9]2[C:13]2[CH:18]=[CH:17][N:16]3[N:19]=[CH:20][C:21]([C:22]([O:24][CH2:25][CH3:26])=[O:23])=[C:15]3[N:14]=2)[CH:5]=[CH:4][CH:3]=1, predict the reactants needed to synthesize it. The reactants are: [O:1]=[C:2]1[NH:7][C:6]([C@H:8]2[CH2:12][CH2:11][CH2:10][N:9]2[C:13]2[CH:18]=[CH:17][N:16]3[N:19]=[CH:20][C:21]([C:22]([O:24][CH2:25][CH3:26])=[O:23])=[C:15]3[N:14]=2)=[CH:5][CH:4]=[CH:3]1.[H-].[Li+].Br[CH2:30][CH2:31][CH2:32][N:33]1[C:41](=[O:42])[C:40]2[C:35](=[CH:36][CH:37]=[CH:38][CH:39]=2)[C:34]1=[O:43]. (3) Given the product [CH2:15]([O:22][C:23]([NH:25][NH:26][CH:2]1[CH2:7][CH2:6][N:5]([C:8]([O:10][C:11]([CH3:14])([CH3:13])[CH3:12])=[O:9])[CH2:4][CH2:3]1)=[O:24])[C:16]1[CH:21]=[CH:20][CH:19]=[CH:18][CH:17]=1, predict the reactants needed to synthesize it. The reactants are: O=[C:2]1[CH2:7][CH2:6][N:5]([C:8]([O:10][C:11]([CH3:14])([CH3:13])[CH3:12])=[O:9])[CH2:4][CH2:3]1.[CH2:15]([O:22][C:23]([NH:25][NH2:26])=[O:24])[C:16]1[CH:21]=[CH:20][CH:19]=[CH:18][CH:17]=1.C(Cl)Cl.C(O[BH-](OC(=O)C)OC(=O)C)(=O)C.[Na+]. (4) Given the product [Cl:12][C:5]1[CH:4]=[CH:3][C:2]([N:13]2[CH2:18][CH2:17][NH:16][CH2:15][CH2:14]2)=[CH:7][C:6]=1[S:8]([CH3:11])(=[O:10])=[O:9], predict the reactants needed to synthesize it. The reactants are: Br[C:2]1[CH:3]=[CH:4][C:5]([Cl:12])=[C:6]([S:8]([CH3:11])(=[O:10])=[O:9])[CH:7]=1.[NH:13]1[CH2:18][CH2:17][NH:16][CH2:15][CH2:14]1.